This data is from Full USPTO retrosynthesis dataset with 1.9M reactions from patents (1976-2016). The task is: Predict the reactants needed to synthesize the given product. (1) Given the product [CH3:28][C:23]1([CH3:29])[C:24]([CH3:27])([CH3:26])[O:25][B:21]([C:2]2[CH:3]=[C:4]3[C:9](=[CH:10][CH:11]=2)[N:8]=[C:7]([NH:12][C:13]([CH:15]2[CH2:20][CH2:19][CH2:18][CH2:17][CH2:16]2)=[O:14])[CH:6]=[CH:5]3)[O:22]1, predict the reactants needed to synthesize it. The reactants are: Br[C:2]1[CH:3]=[C:4]2[C:9](=[CH:10][CH:11]=1)[N:8]=[C:7]([NH:12][C:13]([CH:15]1[CH2:20][CH2:19][CH2:18][CH2:17][CH2:16]1)=[O:14])[CH:6]=[CH:5]2.[B:21]1([B:21]2[O:25][C:24]([CH3:27])([CH3:26])[C:23]([CH3:29])([CH3:28])[O:22]2)[O:25][C:24]([CH3:27])([CH3:26])[C:23]([CH3:29])([CH3:28])[O:22]1.C([O-])(=O)C.[K+].N#N.C(Cl)Cl. (2) Given the product [CH:1]1([CH2:4][N:5]2[C:9]3[CH:10]=[CH:11][C:12]([S:14]([CH2:17][CH:18]4[CH2:19][CH2:20][N:21]([C:29](=[O:31])[CH3:30])[CH2:22][CH2:23]4)(=[O:15])=[O:16])=[CH:13][C:8]=3[N:7]=[C:6]2[CH2:24][C:25]([CH3:28])([CH3:27])[CH3:26])[CH2:2][CH2:3]1, predict the reactants needed to synthesize it. The reactants are: [CH:1]1([CH2:4][N:5]2[C:9]3[CH:10]=[CH:11][C:12]([S:14]([CH2:17][CH:18]4[CH2:23][CH2:22][NH:21][CH2:20][CH2:19]4)(=[O:16])=[O:15])=[CH:13][C:8]=3[N:7]=[C:6]2[CH2:24][C:25]([CH3:28])([CH3:27])[CH3:26])[CH2:3][CH2:2]1.[C:29](Cl)(=[O:31])[CH3:30].CS(Cl)(=O)=O.